This data is from Full USPTO retrosynthesis dataset with 1.9M reactions from patents (1976-2016). The task is: Predict the reactants needed to synthesize the given product. (1) Given the product [OH:18][CH2:10][C:8]1([CH2:7][OH:21])[CH2:9][CH2:24][CH2:23][O:22]1, predict the reactants needed to synthesize it. The reactants are: [H-].[CH2:7]([Al+][CH2:7][CH:8]([CH3:10])[CH3:9])[CH:8]([CH3:10])[CH3:9].C1(C)C=CC=CC=1.[OH-:18].[Na+].C=[O:21].[O:22]1CC[CH2:24][CH2:23]1. (2) The reactants are: [CH3:1][Si:2]([CH3:19])([CH3:18])[CH2:3][CH2:4][O:5][CH2:6][N:7]1[C:11]2[CH:12]=[CH:13][CH:14]=[CH:15][C:10]=2[N:9]=[C:8]1[CH:16]=O.[NH2:20][CH:21]1[C:30]2[N:29]=[CH:28][CH:27]=[CH:26][C:25]=2[CH2:24][CH2:23][CH2:22]1.[BH4-].[Na+]. Given the product [CH3:1][Si:2]([CH3:19])([CH3:18])[CH2:3][CH2:4][O:5][CH2:6][N:7]1[C:11]2[CH:12]=[CH:13][CH:14]=[CH:15][C:10]=2[N:9]=[C:8]1[CH2:16][NH:20][CH:21]1[C:30]2[N:29]=[CH:28][CH:27]=[CH:26][C:25]=2[CH2:24][CH2:23][CH2:22]1, predict the reactants needed to synthesize it.